From a dataset of Full USPTO retrosynthesis dataset with 1.9M reactions from patents (1976-2016). Predict the reactants needed to synthesize the given product. (1) The reactants are: [F:1][C:2]1[CH:3]=[C:4]2[C:8](=[CH:9][CH:10]=1)[NH:7][C:6](=[O:11])[CH2:5]2.C[Si]([N-][Si](C)(C)C)(C)C.[Li+].[Cl:22][C:23]1[N:28]=[CH:27][C:26]2[C:29](=O)[O:30][CH:31]([CH2:32][CH2:33][CH3:34])[C:25]=2[C:24]=1[Cl:36].Cl. Given the product [Cl:22][C:23]1[N:28]=[CH:27][C:26]2[C:29](=[C:5]3[C:4]4[C:8](=[CH:9][CH:10]=[C:2]([F:1])[CH:3]=4)[NH:7][C:6]3=[O:11])[O:30][CH:31]([CH2:32][CH2:33][CH3:34])[C:25]=2[C:24]=1[Cl:36], predict the reactants needed to synthesize it. (2) Given the product [O:31]=[C:13]1[C@H:12]([CH2:11][C:10]([NH:43][C@H:33]2[C:42]3[C:37](=[CH:38][CH:39]=[CH:40][CH:41]=3)[CH2:36][CH2:35][CH2:34]2)=[O:32])[CH2:23][CH:22]=[CH:21][CH2:20][CH2:19][C:18](=[O:24])[O:17][C@H:16]([C:25]2[CH:26]=[CH:27][CH:28]=[CH:29][CH:30]=2)[CH2:15][NH:14]1, predict the reactants needed to synthesize it. The reactants are: ClC1N=CC(CN[C:10](=[O:32])[CH2:11][C@@H:12]2[CH2:23][CH:22]=[CH:21][CH2:20][CH2:19][C:18](=[O:24])[O:17][C@H:16]([C:25]3[CH:30]=[CH:29][CH:28]=[CH:27][CH:26]=3)[CH2:15][NH:14][C:13]2=[O:31])=CC=1.[C@H:33]1([NH2:43])[C:42]2[C:37](=[CH:38][CH:39]=[CH:40][CH:41]=2)[CH2:36][CH2:35][CH2:34]1. (3) Given the product [OH:58][C:57]1[C:49]([CH:28]2[C:36]3[C:31](=[CH:32][CH:33]=[CH:34][CH:35]=3)[N:30]([CH2:37][C:38]3[CH:39]=[C:40]([CH:45]=[CH:46][CH:47]=3)[C:41]([O:43][CH3:44])=[O:42])[C:29]2=[O:48])=[CH:50][C:51]2[O:55][CH2:54][O:53][C:52]=2[CH:56]=1, predict the reactants needed to synthesize it. The reactants are: C1(CCN2C3C(=CC=CC=3)C(O)(C3C(O)=CC4OCOC=4C=3)C2=O)CC1.O[C:28]1([C:49]2[C:57]([OH:58])=[CH:56][C:52]3[O:53][CH2:54][O:55][C:51]=3[CH:50]=2)[C:36]2[C:31](=[CH:32][CH:33]=[CH:34][CH:35]=2)[N:30]([CH2:37][C:38]2[CH:39]=[C:40]([CH:45]=[CH:46][CH:47]=2)[C:41]([O:43][CH3:44])=[O:42])[C:29]1=[O:48].